This data is from Catalyst prediction with 721,799 reactions and 888 catalyst types from USPTO. The task is: Predict which catalyst facilitates the given reaction. (1) The catalyst class is: 18. Product: [N:16]([C:2]1[C:7]([C:8]([O:10][CH3:11])=[O:9])=[C:6]([C:12]([F:15])([F:14])[F:13])[N:5]=[CH:4][CH:3]=1)=[N+:17]=[N-:18]. Reactant: Cl[C:2]1[C:7]([C:8]([O:10][CH3:11])=[O:9])=[C:6]([C:12]([F:15])([F:14])[F:13])[N:5]=[CH:4][CH:3]=1.[N-:16]=[N+:17]=[N-:18].[Na+]. (2) Product: [O:1]=[C:2]1[N:6]([CH2:7][C:8]([O:10][CH2:17][C:18]2[CH:23]=[CH:22][CH:21]=[CH:20][CH:19]=2)=[O:9])[CH2:5][CH2:4][O:3]1. Reactant: [O:1]=[C:2]1[N:6]([CH2:7][C:8]([OH:10])=[O:9])[CH2:5][CH2:4][O:3]1.C(=O)([O-])[O-].[K+].[K+].[CH2:17](Br)[C:18]1[CH:23]=[CH:22][CH:21]=[CH:20][CH:19]=1. The catalyst class is: 3. (3) Reactant: [NH2:1][CH2:2][C:3]1[CH:8]=[CH:7][C:6]([C:9]([N:11]2[CH2:17][C:16]3([CH3:19])[CH2:18][CH:12]2[CH2:13][C:14]([CH3:21])([CH3:20])[CH2:15]3)=[O:10])=[CH:5][CH:4]=1.[C:22](Cl)(=[O:29])[C:23]1[CH:28]=[CH:27][CH:26]=[CH:25][CH:24]=1. Product: [CH3:19][C:16]12[CH2:18][CH:12]([N:11]([C:9]([C:6]3[CH:5]=[CH:4][C:3]([CH2:2][NH:1][C:22](=[O:29])[C:23]4[CH:28]=[CH:27][CH:26]=[CH:25][CH:24]=4)=[CH:8][CH:7]=3)=[O:10])[CH2:17]1)[CH2:13][C:14]([CH3:21])([CH3:20])[CH2:15]2. The catalyst class is: 2. (4) Reactant: Br[C:2]1[CH:3]=[C:4]([CH:9]=[CH:10][C:11]=1[O:12][CH:13]([CH3:15])[CH3:14])[C:5]([O:7][CH3:8])=[O:6].C(Cl)Cl.O.[CH3:20][N:21](C=O)C. Product: [C:20]([C:2]1[CH:3]=[C:4]([CH:9]=[CH:10][C:11]=1[O:12][CH:13]([CH3:15])[CH3:14])[C:5]([O:7][CH3:8])=[O:6])#[N:21]. The catalyst class is: 267. (5) Reactant: [CH3:1][C:2]1[S:3][CH:4]=[CH:5][CH:6]=1.[Cl:7][S:8](O)(=[O:10])=[O:9]. Product: [CH3:1][C:2]1[S:3][C:4]([S:8]([Cl:7])(=[O:10])=[O:9])=[CH:5][CH:6]=1. The catalyst class is: 22.